Dataset: NCI-60 drug combinations with 297,098 pairs across 59 cell lines. Task: Regression. Given two drug SMILES strings and cell line genomic features, predict the synergy score measuring deviation from expected non-interaction effect. (1) Drug 1: CC1C(C(CC(O1)OC2CC(OC(C2O)C)OC3=CC4=CC5=C(C(=O)C(C(C5)C(C(=O)C(C(C)O)O)OC)OC6CC(C(C(O6)C)O)OC7CC(C(C(O7)C)O)OC8CC(C(C(O8)C)O)(C)O)C(=C4C(=C3C)O)O)O)O. Drug 2: C1CCC(C(C1)N)N.C(=O)(C(=O)[O-])[O-].[Pt+4]. Cell line: HCT116. Synergy scores: CSS=64.9, Synergy_ZIP=-1.83, Synergy_Bliss=-3.38, Synergy_Loewe=-2.67, Synergy_HSA=-1.01. (2) Drug 1: C1=NC2=C(N=C(N=C2N1C3C(C(C(O3)CO)O)O)F)N. Drug 2: CC(C)NC(=O)C1=CC=C(C=C1)CNNC.Cl. Cell line: NCIH23. Synergy scores: CSS=7.23, Synergy_ZIP=-2.33, Synergy_Bliss=-1.96, Synergy_Loewe=-4.98, Synergy_HSA=-2.96. (3) Drug 1: C1CC(=O)NC(=O)C1N2CC3=C(C2=O)C=CC=C3N. Drug 2: C1=CC(=CC=C1CCCC(=O)O)N(CCCl)CCCl. Cell line: OVCAR3. Synergy scores: CSS=19.8, Synergy_ZIP=-7.81, Synergy_Bliss=0.341, Synergy_Loewe=-8.41, Synergy_HSA=0.873.